Dataset: Catalyst prediction with 721,799 reactions and 888 catalyst types from USPTO. Task: Predict which catalyst facilitates the given reaction. (1) Reactant: [Br:1][C:2]1[C:3](C(=O)N)=[C:4]2[CH2:9][N:8](C(OC(C)(C)C)=O)[CH2:7][CH2:6][N:5]2[C:17]=1[CH:18]1[CH2:20][CH2:19]1.C[Si]([Cl:28])(C)C. Product: [ClH:28].[Br:1][C:2]1[CH:3]=[C:4]2[CH:9]=[N:8][CH2:7][CH2:6][N:5]2[C:17]=1[CH:18]1[CH2:20][CH2:19]1. The catalyst class is: 5. (2) Reactant: [OH:1][C@@H:2]1[CH2:7][CH2:6][C@H:5]([N:8]2[C:13](=[O:14])[C:12]([CH2:15][C:16]3[CH:21]=[CH:20][C:19]([C:22]4[C:23]([C:28]#[N:29])=[CH:24][CH:25]=[CH:26][CH:27]=4)=[CH:18][CH:17]=3)=[C:11]([CH2:30][CH2:31][CH3:32])[N:10]3[N:33]=[CH:34][N:35]=[C:9]23)[CH2:4][CH2:3]1.[Br:36][C:37]1[CH:42]=[CH:41][C:40](O)=[CH:39][CH:38]=1.C1(P(C2C=CC=CC=2)C2C=CC=CC=2)C=CC=CC=1.N(C(OC(C)C)=O)=NC(OC(C)C)=O.Cl. Product: [Br:36][C:37]1[CH:42]=[CH:41][C:40]([O:1][C@H:2]2[CH2:7][CH2:6][C@H:5]([N:8]3[C:13](=[O:14])[C:12]([CH2:15][C:16]4[CH:21]=[CH:20][C:19]([C:22]5[C:23]([C:28]#[N:29])=[CH:24][CH:25]=[CH:26][CH:27]=5)=[CH:18][CH:17]=4)=[C:11]([CH2:30][CH2:31][CH3:32])[N:10]4[N:33]=[CH:34][N:35]=[C:9]34)[CH2:4][CH2:3]2)=[CH:39][CH:38]=1. The catalyst class is: 7. (3) Reactant: CS([C:5]1[N:10]=[C:9]([C:11]2[CH:16]=[CH:15][C:14]([S:17]([CH3:20])(=[O:19])=[O:18])=[CH:13][CH:12]=2)[CH:8]=[C:7]([C:21]([F:24])([F:23])[F:22])[N:6]=1)(=O)=O.[NH2:25][CH2:26][C:27]1[CH:28]=[N:29][CH:30]=[CH:31][CH:32]=1. Product: [CH3:20][S:17]([C:14]1[CH:15]=[CH:16][C:11]([C:9]2[CH:8]=[C:7]([C:21]([F:24])([F:23])[F:22])[N:6]=[C:5]([NH:25][CH2:26][C:27]3[CH:28]=[N:29][CH:30]=[CH:31][CH:32]=3)[N:10]=2)=[CH:12][CH:13]=1)(=[O:19])=[O:18]. The catalyst class is: 23. (4) Reactant: Br[C:2]1[CH:7]=[CH:6][C:5]([C@H:8]([NH:16][C@H:17]([C:22]([NH:24]CC#N)=O)CC(C)C)[C:9]([F:15])([F:14])[C:10]([F:13])([F:12])[F:11])=[CH:4][CH:3]=1.[N:28]1[CH:33]=[CH:32][C:31](B(O)O)=[CH:30][CH:29]=1.[C:37]([O-:40])([O-])=O.[Na+].[Na+].C[N:44]([CH:46]=O)C. Product: [C:22]([CH2:17][N:16]([C@@H:8]([C:5]1[CH:4]=[CH:3][C:2]([C:31]2[CH:32]=[CH:33][N:28]=[CH:29][CH:30]=2)=[CH:7][CH:6]=1)[C:9]([F:14])([F:15])[C:10]([F:11])([F:12])[F:13])[C:37](=[O:40])[C@H:46]([CH2:4][CH:5]([CH3:8])[CH3:6])[NH2:44])#[N:24]. The catalyst class is: 140. (5) Reactant: Cl[C:2]1[CH:7]=[CH:6][C:5]([C:8](=[O:15])[CH:9]([CH3:14])[CH2:10][C:11]([OH:13])=[O:12])=[CH:4][C:3]=1[N+:16]([O-:18])=[O:17].[CH2:19]([NH2:26])[C:20]1[CH:25]=[CH:24][CH:23]=[CH:22][CH:21]=1. Product: [CH2:19]([NH:26][C:2]1[CH:7]=[CH:6][C:5]([C:8](=[O:15])[CH:9]([CH3:14])[CH2:10][C:11]([OH:13])=[O:12])=[CH:4][C:3]=1[N+:16]([O-:18])=[O:17])[C:20]1[CH:25]=[CH:24][CH:23]=[CH:22][CH:21]=1. The catalyst class is: 8. (6) Reactant: [CH:1]([NH2:3])=[S:2].[CH2:4]([O:6][C:7](=[O:15])[CH:8](Cl)[C:9](=O)[CH:10]([CH3:12])[CH3:11])[CH3:5]. Product: [CH2:4]([O:6][C:7]([C:8]1[S:2][CH:1]=[N:3][C:9]=1[CH:10]([CH3:12])[CH3:11])=[O:15])[CH3:5]. The catalyst class is: 8. (7) The catalyst class is: 15. Product: [Cl:1][C:2]1[CH:7]=[CH:6][CH:5]=[CH:4][C:3]=1[C:8]1[C:9]([CH3:15])=[C:10]([OH:14])[N:11]([CH3:13])[N:12]=1. Reactant: [Cl:1][C:2]1[CH:7]=[CH:6][CH:5]=[CH:4][C:3]=1[C:8]1[NH:12][N:11]([CH3:13])[C:10](=[O:14])[C:9]=1[CH:15]=O.